This data is from Full USPTO retrosynthesis dataset with 1.9M reactions from patents (1976-2016). The task is: Predict the reactants needed to synthesize the given product. (1) Given the product [C:1]([NH:18][CH2:19][CH2:20][C:21]([OH:23])=[O:22])([O:3][CH2:4][CH:5]1[C:6]2[C:11](=[CH:10][CH:9]=[CH:8][CH:7]=2)[C:12]2[C:17]1=[CH:16][CH:15]=[CH:14][CH:13]=2)=[O:2].[CH2:39]([O:41][C:42](=[O:46])[CH2:43][CH2:44][NH2:45])[CH3:40], predict the reactants needed to synthesize it. The reactants are: [C:1]([NH:18][CH2:19][CH2:20][C:21]([OH:23])=[O:22])([O:3][CH2:4][CH:5]1[C:17]2[C:12](=[CH:13][CH:14]=[CH:15][CH:16]=2)[C:11]2[C:6]1=[CH:7][CH:8]=[CH:9][CH:10]=2)=[O:2].C1C=CC2N(O)N=NC=2C=1.C(Cl)CCl.Cl.[CH2:39]([O:41][C:42](=[O:46])[CH2:43][CH2:44][NH2:45])[CH3:40].CC(N(C)C)=O. (2) Given the product [C:26]([O-:31])(=[O:33])[CH3:27].[NH4+:4].[Cl:1][C:2]1[C:3]2[N:4]([C:26]([CH2:27][CH:28]3[CH2:30][CH2:29]3)=[N:25][N:24]=2)[N:5]=[CH:6][C:7]=1[N:8]1[CH2:9][CH2:10][CH:11]([C:14]2[C:19]([C:20]([F:23])([F:21])[F:22])=[CH:18][CH:17]=[CH:16][N:15]=2)[CH2:12][CH2:13]1, predict the reactants needed to synthesize it. The reactants are: [Cl:1][C:2]1[C:7]([N:8]2[CH2:13][CH2:12][CH:11]([C:14]3[C:19]([C:20]([F:23])([F:22])[F:21])=[CH:18][CH:17]=[CH:16][N:15]=3)[CH2:10][CH2:9]2)=[CH:6][N:5]=[N:4][C:3]=1[NH:24][NH:25][C:26](=[O:31])[CH2:27][CH:28]1[CH2:30][CH2:29]1.P(Cl)(Cl)(Cl)=[O:33]. (3) Given the product [CH2:1]([O:3][C:4](=[O:23])[CH:5]([N:6]([CH:20]1[CH2:22][CH2:21]1)[C:7](=[O:19])[C:8]1[CH:9]=[CH:10][C:11]([O:14][C:15]([F:16])([F:17])[F:18])=[CH:12][CH:13]=1)[C:36]([C:34]1[CH:33]=[N:32][N:31]([CH2:24][C:25]2[CH:30]=[CH:29][CH:28]=[CH:27][CH:26]=2)[CH:35]=1)=[O:37])[CH3:2], predict the reactants needed to synthesize it. The reactants are: [CH2:1]([O:3][C:4](=[O:23])[CH2:5][N:6]([CH:20]1[CH2:22][CH2:21]1)[C:7](=[O:19])[C:8]1[CH:13]=[CH:12][C:11]([O:14][C:15]([F:18])([F:17])[F:16])=[CH:10][CH:9]=1)[CH3:2].[CH2:24]([N:31]1[CH:35]=[C:34]([C:36](O)=[O:37])[CH:33]=[N:32]1)[C:25]1[CH:30]=[CH:29][CH:28]=[CH:27][CH:26]=1. (4) Given the product [CH:19]1([NH:25][C:8]([CH:4]2[CH2:5][CH2:6][CH2:7][C:2]([C:11]3[CH:16]=[CH:15][C:14]([O:17][CH3:18])=[CH:13][CH:12]=3)=[CH:3]2)=[O:10])[CH2:24][CH2:23][CH2:22][CH2:21][CH2:20]1, predict the reactants needed to synthesize it. The reactants are: O[C:2]1([C:11]2[CH:16]=[CH:15][C:14]([O:17][CH3:18])=[CH:13][CH:12]=2)[CH2:7][CH2:6][CH2:5][CH:4]([C:8]([OH:10])=O)[CH2:3]1.[CH:19]1([NH2:25])[CH2:24][CH2:23][CH2:22][CH2:21][CH2:20]1.F[P-](F)(F)(F)(F)F.N1(O[P+](N(C)C)(N(C)C)N(C)C)C2C=CC=CC=2N=N1.C(N(CC)C(C)C)(C)C. (5) The reactants are: Br[C:2]1[CH:3]=[C:4]([C:17]([O:19][CH3:20])=[O:18])[CH:5]=[C:6]([C:8]2[CH:13]=[CH:12][C:11]([CH3:14])=[CH:10][C:9]=2[C:15]#[N:16])[CH:7]=1.[OH:21][CH2:22][C:23]1[CH:28]=[CH:27][CH:26]=[CH:25][C:24]=1B(O)O.C(=O)([O-])[O-].[Cs+].[Cs+].O. Given the product [CH3:20][O:19][C:17]([C:4]1[CH:3]=[C:2]([C:24]2[CH:25]=[CH:26][CH:27]=[CH:28][C:23]=2[CH2:22][OH:21])[CH:7]=[C:6]([C:8]2[CH:13]=[CH:12][C:11]([CH3:14])=[CH:10][C:9]=2[C:15]#[N:16])[CH:5]=1)=[O:18], predict the reactants needed to synthesize it. (6) Given the product [C:23]([C:2]1[CH:7]=[CH:6][C:5]([CH:8]2[CH2:13][CH2:12][CH:11]([CH:14]3[CH2:19][CH2:18][CH:17]([CH2:20][CH2:21][CH3:22])[CH2:16][CH2:15]3)[CH2:10][CH2:9]2)=[CH:4][CH:3]=1)#[C:24][CH2:25][CH2:26][CH3:27], predict the reactants needed to synthesize it. The reactants are: Br[C:2]1[CH:7]=[CH:6][C:5]([CH:8]2[CH2:13][CH2:12][CH:11]([CH:14]3[CH2:19][CH2:18][CH:17]([CH2:20][CH2:21][CH3:22])[CH2:16][CH2:15]3)[CH2:10][CH2:9]2)=[CH:4][CH:3]=1.[CH:23]#[C:24][CH2:25][CH2:26][CH3:27].Cl. (7) Given the product [C:1]([O:8][CH3:9])(=[O:7])/[CH:2]=[CH:3]/[C:4]([O:6][CH2:11][C:12](=[O:13])[NH:14][C:15]([NH:17][CH2:18][CH2:19][CH3:20])=[O:16])=[O:5], predict the reactants needed to synthesize it. The reactants are: [C:1]([O:8][CH3:9])(=[O:7])/[CH:2]=[CH:3]/[C:4]([OH:6])=[O:5].Cl[CH2:11][C:12]([NH:14][C:15]([NH:17][CH2:18][CH2:19][CH3:20])=[O:16])=[O:13]. (8) Given the product [NH2:1][C@H:2]([C:7]([OH:9])=[O:8])[CH2:3][C:4]([OH:6])=[O:5], predict the reactants needed to synthesize it. The reactants are: [NH2:1][C@H:2]([C:7]([O-:9])=[O:8])[CH2:3][C:4]([O-:6])=[O:5].[Na+].[Na+].[Na]. (9) Given the product [CH3:15][S:16]([O:1][CH2:2][CH2:3][CH2:4][C:5](=[O:7])[CH3:6])(=[O:18])=[O:17], predict the reactants needed to synthesize it. The reactants are: [OH:1][CH2:2][CH2:3][CH2:4][C:5](=[O:7])[CH3:6].C(N(CC)CC)C.[CH3:15][S:16](Cl)(=[O:18])=[O:17]. (10) Given the product [Cl:1][C:2]1[CH:7]=[C:6]([I:8])[CH:5]=[CH:4][C:3]=1[NH:9][C:10]1[CH:18]=[N:17][CH:16]=[CH:15][C:11]=1[C:12]([NH:19][CH2:20][CH2:21][CH2:22][CH2:23][CH2:24][OH:25])=[O:14], predict the reactants needed to synthesize it. The reactants are: [Cl:1][C:2]1[CH:7]=[C:6]([I:8])[CH:5]=[CH:4][C:3]=1[NH:9][C:10]1[CH:18]=[N:17][CH:16]=[CH:15][C:11]=1[C:12]([OH:14])=O.[NH2:19][CH2:20][CH2:21][CH2:22][CH2:23][CH2:24][OH:25].